From a dataset of Peptide-MHC class I binding affinity with 185,985 pairs from IEDB/IMGT. Regression. Given a peptide amino acid sequence and an MHC pseudo amino acid sequence, predict their binding affinity value. This is MHC class I binding data. The peptide sequence is CVADYSVLY. The MHC is HLA-A23:01 with pseudo-sequence HLA-A23:01. The binding affinity (normalized) is 0.